From a dataset of Forward reaction prediction with 1.9M reactions from USPTO patents (1976-2016). Predict the product of the given reaction. (1) Given the reactants [Cl:1][C:2]1[CH:3]=[C:4]2[C:10]3([CH2:14][CH2:13][N:12]([C:15]([O:17][C:18](C)(C)C)=[O:16])[CH2:11]3)[CH2:9][NH:8][C:5]2=[CH:6][CH:7]=1.[NH2:22][C:23]1[S:24][C:25]([CH3:28])=[CH:26][N:27]=1.Cl[C:30](OC)=[O:31], predict the reaction product. The product is: [Cl:1][C:2]1[CH:3]=[C:4]2[C:10]3([CH2:14][CH2:13][N:12]([C:15]([O:17][CH3:18])=[O:16])[CH2:11]3)[CH2:9][N:8]([C:30](=[O:31])[NH:22][C:23]3[S:24][C:25]([CH3:28])=[CH:26][N:27]=3)[C:5]2=[CH:6][CH:7]=1. (2) Given the reactants [C:1]([O:5][C:6]([NH:8][C@@H:9]([CH2:20][CH3:21])[C:10]([N:12]1[CH2:19][CH2:18][CH2:17][C@H:13]1[C:14]([OH:16])=O)=[O:11])=[O:7])([CH3:4])([CH3:3])[CH3:2].ClC(OCC(C)C)=O.C(N1CCOCC1)C.[CH2:38]([NH2:41])[CH2:39][CH3:40], predict the reaction product. The product is: [CH2:38]([NH:41][C:14](=[O:16])[C@@H:13]1[CH2:17][CH2:18][CH2:19][N:12]1[C:10](=[O:11])[C@@H:9]([NH:8][C:6]([O:5][C:1]([CH3:2])([CH3:3])[CH3:4])=[O:7])[CH2:20][CH3:21])[CH2:39][CH3:40]. (3) Given the reactants [BH4-].[Na+].[CH:3]1([C:6]([C:8]2[N:12]([CH3:13])[C:11]3[CH:14]=[C:15]([N:18]4[CH:23]=[CH:22][C:21]([O:24][CH2:25][C:26]5[CH:31]=[CH:30][C:29]([F:32])=[CH:28][CH:27]=5)=[CH:20][C:19]4=[O:33])[CH:16]=[CH:17][C:10]=3[N:9]=2)=[O:7])[CH2:5][CH2:4]1.CO, predict the reaction product. The product is: [CH:3]1([CH:6]([OH:7])[C:8]2[N:12]([CH3:13])[C:11]3[CH:14]=[C:15]([N:18]4[CH:23]=[CH:22][C:21]([O:24][CH2:25][C:26]5[CH:31]=[CH:30][C:29]([F:32])=[CH:28][CH:27]=5)=[CH:20][C:19]4=[O:33])[CH:16]=[CH:17][C:10]=3[N:9]=2)[CH2:5][CH2:4]1.